From a dataset of Forward reaction prediction with 1.9M reactions from USPTO patents (1976-2016). Predict the product of the given reaction. (1) Given the reactants [CH2:1]([O:8][C:9]([NH:11][C:12]1[C:13]([C:23]([O:25]CC)=[O:24])=[N:14][C:15]2[C:20]([CH:21]=1)=[CH:19][CH:18]=[C:17](Br)[CH:16]=2)=[O:10])[C:2]1[CH:7]=[CH:6][CH:5]=[CH:4][CH:3]=1.[O-]P([O-])([O-])=O.[K+].[K+].[K+].[CH:36](B1OC(C)(C)C(C)(C)O1)=[CH2:37].CC(O)=O, predict the reaction product. The product is: [CH2:1]([O:8][C:9]([NH:11][C:12]1[C:13]([C:23]([OH:25])=[O:24])=[N:14][C:15]2[C:20]([CH:21]=1)=[CH:19][CH:18]=[C:17]([CH:36]=[CH2:37])[CH:16]=2)=[O:10])[C:2]1[CH:7]=[CH:6][CH:5]=[CH:4][CH:3]=1. (2) Given the reactants [CH2:1]([O:5][C:6](=[O:28])[C:7]([C:10]1[CH:19]=[C:18]2[C:13]([C@@H:14]3[CH2:25][C:24](=[O:26])[CH2:23][CH2:22][C@H:15]3[C:16]([CH3:21])([CH3:20])[O:17]2)=[C:12]([OH:27])[CH:11]=1)([CH3:9])[CH3:8])[CH2:2][CH2:3][CH3:4].[BH4-].[Na+], predict the reaction product. The product is: [CH2:1]([O:5][C:6](=[O:28])[C:7]([C:10]1[CH:19]=[C:18]2[C:13]([C@@H:14]3[CH2:25][C@H:24]([OH:26])[CH2:23][CH2:22][C@H:15]3[C:16]([CH3:21])([CH3:20])[O:17]2)=[C:12]([OH:27])[CH:11]=1)([CH3:9])[CH3:8])[CH2:2][CH2:3][CH3:4]. (3) Given the reactants [OH:1][NH:2][C:3](=[NH:10])[C:4]1[CH:9]=[CH:8][CH:7]=[CH:6][CH:5]=1.CCN(C(C)C)C(C)C.Cl[CH2:21][C:22](Cl)=O.C([O-])([O-])=O.[K+].[K+].[SH:31][C:32]1[N:39]=[C:38]([CH3:40])[C:37]([CH3:41])=[C:36]([CH3:42])[C:33]=1[C:34]#[N:35], predict the reaction product. The product is: [CH3:42][C:36]1[C:37]([CH3:41])=[C:38]([CH3:40])[N:39]=[C:32]2[S:31][C:22]([C:21]3[O:1][N:2]=[C:3]([C:4]4[CH:9]=[CH:8][CH:7]=[CH:6][CH:5]=4)[N:10]=3)=[C:34]([NH2:35])[C:33]=12. (4) Given the reactants C([O:5][C:6]([C:8]1[O:9][C:10]([C:19]2[CH:24]=[CH:23][C:22]([Cl:25])=[C:21]([O:26]C)[CH:20]=2)=[C:11]([C:13]2[CH:18]=[CH:17][N:16]=[CH:15][CH:14]=2)[CH:12]=1)=[O:7])(C)(C)C.B(Br)(Br)Br.Cl.C1(C)C=CC=CC=1, predict the reaction product. The product is: [ClH:25].[Cl:25][C:22]1[CH:23]=[CH:24][C:19]([C:10]2[O:9][C:8]([C:6]([OH:7])=[O:5])=[CH:12][C:11]=2[C:13]2[CH:18]=[CH:17][N:16]=[CH:15][CH:14]=2)=[CH:20][C:21]=1[OH:26]. (5) Given the reactants [NH:1]1[CH2:4][CH:3]([C:5]2[N:10]=[C:9]([C:11]([N:13]3[CH2:18][CH2:17][CH:16]([O:19][C:20]4[CH:25]=[CH:24][C:23]([F:26])=[CH:22][CH:21]=4)[CH2:15][CH2:14]3)=[O:12])[CH:8]=[CH:7][CH:6]=2)[CH2:2]1.[C:27]([BH3-])#N.[Na+], predict the reaction product. The product is: [F:26][C:23]1[CH:22]=[CH:21][C:20]([O:19][CH:16]2[CH2:17][CH2:18][N:13]([C:11]([C:9]3[CH:8]=[CH:7][CH:6]=[C:5]([CH:3]4[CH2:2][N:1]([CH3:27])[CH2:4]4)[N:10]=3)=[O:12])[CH2:14][CH2:15]2)=[CH:25][CH:24]=1. (6) Given the reactants [Cl:1][C:2]1[CH:7]=[CH:6][C:5]([NH:8][C:9]([CH:11]2[CH2:16][CH:15]([N:17]([CH3:19])[CH3:18])[CH2:14][N:13](C(OC(C)(C)C)=O)[CH2:12]2)=[O:10])=[CH:4][CH:3]=1.FC(F)(F)C(O)=O, predict the reaction product. The product is: [Cl:1][C:2]1[CH:7]=[CH:6][C:5]([NH:8][C:9]([CH:11]2[CH2:16][CH:15]([N:17]([CH3:19])[CH3:18])[CH2:14][NH:13][CH2:12]2)=[O:10])=[CH:4][CH:3]=1. (7) The product is: [CH3:25][CH:24]([O:26][C@H:27]1[CH2:28][CH2:29][C@H:30]([N:33]2[CH2:34][CH2:35][CH:36]([NH:39][C:2]3[CH:3]=[C:4]([CH3:11])[CH:5]=[CH:6][C:7]=3[N+:8]([O-:10])=[O:9])[CH2:37][CH2:38]2)[CH2:31][CH2:32]1)[CH3:23]. Given the reactants F[C:2]1[CH:3]=[C:4]([CH3:11])[CH:5]=[CH:6][C:7]=1[N+:8]([O-:10])=[O:9].C(N(C(C)C)CC)(C)C.Cl.Cl.[CH3:23][CH:24]([O:26][C@H:27]1[CH2:32][CH2:31][C@H:30]([N:33]2[CH2:38][CH2:37][CH:36]([NH2:39])[CH2:35][CH2:34]2)[CH2:29][CH2:28]1)[CH3:25], predict the reaction product. (8) Given the reactants [Br:1][C:2]1[CH:3]=[C:4]([C:20]([OH:22])=O)[C:5]2[C:6]3[CH2:7][CH:8]([C:15]([O:17][CH2:18][CH3:19])=[O:16])[CH2:9][CH2:10][C:11]=3[NH:12][C:13]=2[CH:14]=1.C(Cl)CCl.C1C=CC2N(O)N=[N:33][C:31]=2C=1.CN.CCN(C(C)C)C(C)C, predict the reaction product. The product is: [Br:1][C:2]1[CH:14]=[C:13]2[C:5]([C:6]3[CH2:7][CH:8]([C:15]([O:17][CH2:18][CH3:19])=[O:16])[CH2:9][CH2:10][C:11]=3[NH:12]2)=[C:4]([C:20](=[O:22])[NH:33][CH3:31])[CH:3]=1. (9) Given the reactants [C:1]([O:4][C@@H:5]1[C@@H:10]([O:11][C:12](=[O:14])[CH3:13])[C@H:9]([O:15][C:16](=[O:18])[CH3:17])[C@@H:8]([CH2:19][O:20][C:21](=[O:23])[CH3:22])[O:7][C@H:6]1[C:24]1[CH:29]=[CH:28][C:27]([CH3:30])=[C:26]([CH2:31][C:32]2[S:33][C:34](Br)=[CH:35][CH:36]=2)[CH:25]=1)(=[O:3])[CH3:2].[F:38][C:39]1[CH:40]=[C:41](B(O)O)[CH:42]=[CH:43][C:44]=1[F:45], predict the reaction product. The product is: [C:1]([O:4][C@@H:5]1[C@@H:10]([O:11][C:12](=[O:14])[CH3:13])[C@H:9]([O:15][C:16](=[O:18])[CH3:17])[C@@H:8]([CH2:19][O:20][C:21](=[O:23])[CH3:22])[O:7][C@H:6]1[C:24]1[CH:29]=[CH:28][C:27]([CH3:30])=[C:26]([CH2:31][C:32]2[S:33][C:34]([C:42]3[CH:41]=[CH:40][C:39]([F:38])=[C:44]([F:45])[CH:43]=3)=[CH:35][CH:36]=2)[CH:25]=1)(=[O:3])[CH3:2].